From a dataset of Full USPTO retrosynthesis dataset with 1.9M reactions from patents (1976-2016). Predict the reactants needed to synthesize the given product. Given the product [Cl:1][C:2]1[CH:3]=[C:4]([C:5](=[N:11][OH:12])[NH2:6])[CH:7]=[CH:8][CH:9]=1, predict the reactants needed to synthesize it. The reactants are: [Cl:1][C:2]1[CH:3]=[C:4]([CH:7]=[CH:8][CH:9]=1)[C:5]#[N:6].Cl.[NH2:11][OH:12].[OH-].[Na+].